This data is from Reaction yield outcomes from USPTO patents with 853,638 reactions. The task is: Predict the reaction yield, written as a fraction of the theoretical maximum amount of product (1.0 means a 100% yield; for example, 0.34 means a 34% yield). The reactants are Cl[C:2]1[N:7]=[C:6]([NH:8][C:9]([C:11]2([C:14]3[CH:22]=[CH:21][C:17]4[CH2:18][CH2:19][O:20][C:16]=4[CH:15]=3)[CH2:13][CH2:12]2)=[O:10])[CH:5]=[C:4]([CH3:23])[CH:3]=1.[CH3:24][O:25][C:26]1[CH:31]=[CH:30][C:29](B(O)O)=[CH:28][N:27]=1. The catalyst is COCCOC.C([O-])([O-])=O.[Na+].[Na+].C(OCC)(=O)C.C1C=CC([P]([Pd]([P](C2C=CC=CC=2)(C2C=CC=CC=2)C2C=CC=CC=2)([P](C2C=CC=CC=2)(C2C=CC=CC=2)C2C=CC=CC=2)[P](C2C=CC=CC=2)(C2C=CC=CC=2)C2C=CC=CC=2)(C2C=CC=CC=2)C2C=CC=CC=2)=CC=1. The product is [O:20]1[C:16]2[CH:15]=[C:14]([C:11]3([C:9]([NH:8][C:6]4[N:7]=[C:2]([C:29]5[CH:28]=[N:27][C:26]([O:25][CH3:24])=[CH:31][CH:30]=5)[CH:3]=[C:4]([CH3:23])[CH:5]=4)=[O:10])[CH2:13][CH2:12]3)[CH:22]=[CH:21][C:17]=2[CH2:18][CH2:19]1. The yield is 0.320.